This data is from Reaction yield outcomes from USPTO patents with 853,638 reactions. The task is: Predict the reaction yield, written as a fraction of the theoretical maximum amount of product (1.0 means a 100% yield; for example, 0.34 means a 34% yield). (1) The catalyst is O1CCOCC1. The yield is 0.540. The reactants are [NH2:1][C:2]1[CH:3]=[C:4]2[C:8](=[CH:9][C:10]=1[N+:11]([O-:13])=[O:12])[C:7](=[O:14])[NH:6][C:5]2=[O:15].N[CH:17]1[CH2:22][CH2:21][N:20]([C:23]([O:25][C:26]([CH3:29])([CH3:28])[CH3:27])=[O:24])[CH2:19][CH2:18]1.N1C=CN=C1. The product is [C:26]([O:25][C:23]([N:20]1[CH2:21][CH2:22][CH:17]([N:6]2[C:5](=[O:15])[C:4]3[C:8](=[CH:9][C:10]([N+:11]([O-:13])=[O:12])=[C:2]([NH2:1])[CH:3]=3)[C:7]2=[O:14])[CH2:18][CH2:19]1)=[O:24])([CH3:29])([CH3:27])[CH3:28]. (2) The yield is 0.850. The catalyst is C(O)C. The product is [C:4]([O:3][C:1]([N:8]1[CH2:13][CH2:12][C:11](=[N:23][O:22][CH2:21][C:20]2[CH:24]=[CH:25][CH:26]=[C:18]([C:17]([F:16])([F:28])[F:27])[CH:19]=2)[CH2:10][CH2:9]1)=[O:2])([CH3:7])([CH3:6])[CH3:5]. The reactants are [C:1]([N:8]1[CH2:13][CH2:12][C:11](=O)[CH2:10][CH2:9]1)([O:3][C:4]([CH3:7])([CH3:6])[CH3:5])=[O:2].Cl.[F:16][C:17]([F:28])([F:27])[C:18]1[CH:19]=[C:20]([CH:24]=[CH:25][CH:26]=1)[CH2:21][O:22][NH2:23].C([O-])(=O)C.[Na+]. (3) The reactants are [CH3:1][O:2][CH2:3][CH2:4][O:5][CH2:6][CH2:7][O:8][CH2:9][CH2:10][O:11][CH2:12][CH2:13]O.C1C(=O)N([O:22][C:23]([O:25][N:26]2[C:31](=[O:32])[CH2:30][CH2:29][C:27]2=[O:28])=[O:24])C(=O)C1.C(N(CC)CC)C.C(OCC)(=O)C.CO. The catalyst is C(#N)C. The product is [CH3:1][O:2][CH2:3][CH2:4][O:5][CH2:6][CH2:7][O:8][CH2:9][CH2:10][O:11][CH2:12][CH2:13][O:22][C:23](=[O:24])[O:25][N:26]1[C:27](=[O:28])[CH2:29][CH2:30][C:31]1=[O:32]. The yield is 0.280. (4) The reactants are [C:1]([C:3]1[CH:8]=[CH:7][C:6]([C:9]2([O:12][CH:13]([CH3:15])[CH3:14])[CH2:11][CH2:10]2)=[CH:5][C:4]=1CC)#[CH:2].[CH2:18]([O:20][C:21](=[O:29])[C:22]1[CH:27]=[CH:26][C:25](I)=[CH:24][CH:23]=1)[CH3:19].[CH2:30](N(CC)CC)[CH3:31]. The catalyst is [Cu]I.Cl[Pd](Cl)([P](C1C=CC=CC=1)(C1C=CC=CC=1)C1C=CC=CC=1)[P](C1C=CC=CC=1)(C1C=CC=CC=1)C1C=CC=CC=1. The product is [CH:13]([O:12][C:9]1([C:6]2[CH:5]=[CH:4][C:3]([C:1]#[C:2][C:25]3[CH:26]=[CH:27][C:22]([C:21]([O:20][CH2:18][CH3:19])=[O:29])=[CH:23][CH:24]=3)=[CH:8][C:7]=2[CH2:30][CH3:31])[CH2:10][CH2:11]1)([CH3:14])[CH3:15]. The yield is 0.710. (5) The reactants are [CH2:1]([O:8][C:9]1[N:14]=[CH:13][C:12]([CH2:15][C:16]2[CH:20]=[C:19]([C:21]3[C:22]([NH2:28])=[N:23][C:24]([NH2:27])=[CH:25][CH:26]=3)[O:18][N:17]=2)=[CH:11][CH:10]=1)[C:2]1[CH:7]=[CH:6][CH:5]=[CH:4][CH:3]=1.[OH:29][CH2:30][CH:31]=O.N1C=CC=CC=1C.B.C(=O)([O-])O.[Na+]. The catalyst is C(O)(=O)C.CN(C)C=O. The product is [NH2:28][C:22]1[N:23]=[C:24]([NH:27][CH2:31][CH2:30][OH:29])[CH:25]=[CH:26][C:21]=1[C:19]1[O:18][N:17]=[C:16]([CH2:15][C:12]2[CH:13]=[N:14][C:9]([O:8][CH2:1][C:2]3[CH:7]=[CH:6][CH:5]=[CH:4][CH:3]=3)=[CH:10][CH:11]=2)[CH:20]=1. The yield is 0.100. (6) The reactants are [OH:1][CH:2]1[CH:6]([CH3:7])[CH2:5][N:4]([C:8]([O:10][C:11]([CH3:14])([CH3:13])[CH3:12])=[O:9])[CH2:3]1.C(N(CC)CC)C.[S:22](Cl)([CH3:25])(=[O:24])=[O:23]. The catalyst is C(Cl)Cl. The product is [CH3:7][C@@H:6]1[C@H:2]([O:1][S:22]([CH3:25])(=[O:24])=[O:23])[CH2:3][N:4]([C:8]([O:10][C:11]([CH3:13])([CH3:12])[CH3:14])=[O:9])[CH2:5]1. The yield is 0.960. (7) The reactants are [CH3:1][C:2]1([CH3:23])[O:6][C@@H:5]([CH2:7][O:8][C:9]2[CH:14]=[CH:13][C:12]([C:15]3[O:19][N:18]=[C:17]([C:20]([OH:22])=O)[CH:16]=3)=[CH:11][CH:10]=2)[CH2:4][O:3]1.C(Cl)(=O)C(Cl)=O.[Cl:30][C:31]1[CH:32]=[C:33]([CH:35]=[CH:36][C:37]=1[O:38][CH:39]([CH3:41])[CH3:40])[NH2:34].CCN(C(C)C)C(C)C. The catalyst is C(Cl)Cl.CN(C=O)C. The product is [Cl:30][C:31]1[CH:32]=[C:33]([NH:34][C:20]([C:17]2[CH:16]=[C:15]([C:12]3[CH:11]=[CH:10][C:9]([O:8][CH2:7][C@H:5]4[CH2:4][O:3][C:2]([CH3:1])([CH3:23])[O:6]4)=[CH:14][CH:13]=3)[O:19][N:18]=2)=[O:22])[CH:35]=[CH:36][C:37]=1[O:38][CH:39]([CH3:40])[CH3:41]. The yield is 0.719. (8) The reactants are [NH2:1][C:2]1[C:3]2[N:4]([C:8]([N:12]3[CH2:17][CH2:16][CH2:15][CH:14]([C:18]([O:20][CH3:21])=[O:19])[CH2:13]3)=[N:9][C:10]=2Br)[CH:5]=[CH:6][N:7]=1.CC1(C)C(C)(C)OB([C:30]2[CH:48]=[CH:47][C:33]([C:34]([NH:36][C:37]3[CH:42]=[C:41]([C:43]([F:46])([F:45])[F:44])[CH:40]=[CH:39][N:38]=3)=[O:35])=[CH:32][CH:31]=2)O1.C([O-])([O-])=O.[K+].[K+]. The catalyst is O1CCOCC1.C1C=CC(P(C2C=CC=CC=2)[C-]2C=CC=C2)=CC=1.C1C=CC(P(C2C=CC=CC=2)[C-]2C=CC=C2)=CC=1.Cl[Pd]Cl.[Fe+2]. The product is [NH2:1][C:2]1[C:3]2[N:4]([C:8]([N:12]3[CH2:17][CH2:16][CH2:15][CH:14]([C:18]([O:20][CH3:21])=[O:19])[CH2:13]3)=[N:9][C:10]=2[C:30]2[CH:48]=[CH:47][C:33]([C:34](=[O:35])[NH:36][C:37]3[CH:42]=[C:41]([C:43]([F:44])([F:45])[F:46])[CH:40]=[CH:39][N:38]=3)=[CH:32][CH:31]=2)[CH:5]=[CH:6][N:7]=1. The yield is 0.543. (9) The reactants are [OH:1][C@@H:2]1[CH2:25][CH2:24][C@@:23]2([CH3:26])[C@H:4]([CH2:5][C@@H:6]([OH:28])[C@@H:7]3[C@@H:22]2[CH2:21][CH2:20][C@@:19]2([CH3:27])[C@H:8]3[CH2:9][CH2:10][C@@H:11]2[C@H:12](C)[CH2:13]CC(O)=O)[CH2:3]1.[OH2:29].[CH3:30]O. No catalyst specified. The product is [OH:28][C@@H:6]1[CH2:5][C:4]2[C@:23]([CH3:26])([CH2:24][CH2:25][C:2](=[O:1])[CH:3]=2)[C@@H:22]2[C@@H:7]1[C@H:8]1[C@:19]([CH3:27])([CH2:20][CH2:21]2)[C@@H:11]([C@@H:12]([CH:30]=[O:29])[CH3:13])[CH2:10][CH2:9]1. The yield is 0.320.